From a dataset of CYP2C9 inhibition data for predicting drug metabolism from PubChem BioAssay. Regression/Classification. Given a drug SMILES string, predict its absorption, distribution, metabolism, or excretion properties. Task type varies by dataset: regression for continuous measurements (e.g., permeability, clearance, half-life) or binary classification for categorical outcomes (e.g., BBB penetration, CYP inhibition). Dataset: cyp2c9_veith. (1) The molecule is CCS(=O)(=O)N1CCN(c2c(Cl)cccc2[N+](=O)[O-])CC1. The result is 1 (inhibitor). (2) The compound is CC(=O)OC[C@H]1O[C@@H](O/N=C(\C)CCN2CCCc3nc(C)c(C)cc32)[C@H](OC(C)=O)[C@@H](OC(C)=O)[C@H]1OC(C)=O. The result is 0 (non-inhibitor). (3) The drug is CCOc1cc(C2NN=C(c3ccccc3)S2)ccc1OCc1ccccc1Cl. The result is 1 (inhibitor).